Regression. Given two drug SMILES strings and cell line genomic features, predict the synergy score measuring deviation from expected non-interaction effect. From a dataset of NCI-60 drug combinations with 297,098 pairs across 59 cell lines. (1) Synergy scores: CSS=15.0, Synergy_ZIP=-3.81, Synergy_Bliss=-1.02, Synergy_Loewe=3.38, Synergy_HSA=0.800. Drug 2: CCN(CC)CCCC(C)NC1=C2C=C(C=CC2=NC3=C1C=CC(=C3)Cl)OC. Drug 1: C1C(C(OC1N2C=NC3=C(N=C(N=C32)Cl)N)CO)O. Cell line: NCI-H460. (2) Drug 1: CC1=C(C=C(C=C1)NC(=O)C2=CC=C(C=C2)CN3CCN(CC3)C)NC4=NC=CC(=N4)C5=CN=CC=C5. Synergy scores: CSS=13.1, Synergy_ZIP=-2.85, Synergy_Bliss=3.77, Synergy_Loewe=-1.25, Synergy_HSA=3.05. Drug 2: CS(=O)(=O)OCCCCOS(=O)(=O)C. Cell line: SF-539.